Task: Predict the reactants needed to synthesize the given product.. Dataset: Full USPTO retrosynthesis dataset with 1.9M reactions from patents (1976-2016) (1) Given the product [CH3:21][O:20][C:18]1[CH:17]=[CH:16][C:15]([C:22](=[O:24])[CH3:23])=[C:14]([O:13][CH2:8][CH:9]=[C:10]([CH3:12])[CH3:11])[CH:19]=1, predict the reactants needed to synthesize it. The reactants are: C(=O)([O-])[O-].[K+].[K+].Br[CH2:8][CH:9]=[C:10]([CH3:12])[CH3:11].[OH:13][C:14]1[CH:19]=[C:18]([O:20][CH3:21])[CH:17]=[CH:16][C:15]=1[C:22](=[O:24])[CH3:23]. (2) Given the product [CH:1]1([N:7]2[C:12]3[C:13]4[CH:19]=[CH:18][NH:17][C:14]=4[N:15]=[CH:16][C:11]=3[CH:10]=[N:9][C:8]2=[O:20])[CH2:2][CH2:3][CH2:4][CH2:5][CH2:6]1, predict the reactants needed to synthesize it. The reactants are: [CH:1]1([N:7]2[C:12]3[C:13]4[CH:19]=[CH:18][NH:17][C:14]=4[N:15]=[CH:16][C:11]=3[CH2:10][NH:9][C:8]2=[O:20])[CH2:6][CH2:5][CH2:4][CH2:3][CH2:2]1.C(Cl)(Cl)Cl.CO. (3) Given the product [N:12]([CH:2]1[CH2:7][CH2:6][CH2:5][C:4]([C:8]([O:10][CH3:11])=[O:9])=[CH:3]1)=[N+:13]=[N-:14], predict the reactants needed to synthesize it. The reactants are: Br[CH:2]1[CH2:7][CH2:6][CH2:5][C:4]([C:8]([O:10][CH3:11])=[O:9])=[CH:3]1.[N-:12]=[N+:13]=[N-:14].[Na+]. (4) Given the product [O:34]=[C:33]([N:7]1[CH2:6][C:5]2[C:9](=[CH:10][CH:11]=[C:3]([C:2]([F:1])([F:12])[F:13])[CH:4]=2)[CH2:8]1)[CH2:32][N:16]1[CH2:17][CH2:18][C:19]([C:26]2[CH:31]=[CH:30][CH:29]=[CH:28][CH:27]=2)([C:20]2[CH:25]=[CH:24][CH:23]=[CH:22][CH:21]=2)[C:15]1=[O:14], predict the reactants needed to synthesize it. The reactants are: [F:1][C:2]([F:13])([F:12])[C:3]1[CH:4]=[C:5]2[C:9](=[CH:10][CH:11]=1)[CH2:8][NH:7][CH2:6]2.[O:14]=[C:15]1[C:19]([C:26]2[CH:31]=[CH:30][CH:29]=[CH:28][CH:27]=2)([C:20]2[CH:25]=[CH:24][CH:23]=[CH:22][CH:21]=2)[CH2:18][CH2:17][N:16]1[CH2:32][C:33](O)=[O:34].Cl.C(N=C=NCCCN(C)C)C. (5) Given the product [F:13][C:10]1[CH:11]=[CH:12][C:7]([N:6]2[CH2:2][CH2:3][C:4]2=[O:5])=[CH:8][CH:9]=1, predict the reactants needed to synthesize it. The reactants are: Br[CH2:2][CH2:3][C:4]([NH:6][C:7]1[CH:12]=[CH:11][C:10]([F:13])=[CH:9][CH:8]=1)=[O:5].O1CCOCCOCCOCCOCCOCC1.[OH-].[K+].[Cl-].[NH4+]. (6) Given the product [CH3:13][O:12][C:5]1[CH:6]=[C:7]([CH:8]=[C:3]([O:2][CH3:1])[C:4]=1[O:14][CH3:15])[NH2:9], predict the reactants needed to synthesize it. The reactants are: [CH3:1][O:2][C:3]1[CH:8]=[C:7]([N+:9]([O-])=O)[CH:6]=[C:5]([O:12][CH3:13])[C:4]=1[O:14][CH3:15].O.NN.